This data is from Retrosynthesis with 50K atom-mapped reactions and 10 reaction types from USPTO. The task is: Predict the reactants needed to synthesize the given product. (1) Given the product O=C(Nc1ccc(Cl)cc1N1CCN(CCC(F)(F)F)CC1)c1ccc(-n2cccc2)cc1, predict the reactants needed to synthesize it. The reactants are: Nc1ccc(Cl)cc1N1CCN(CCC(F)(F)F)CC1.O=C(O)c1ccc(-n2cccc2)cc1. (2) Given the product CCOC(=O)c1cc2cccc([N+](=O)[O-])c2n1COC, predict the reactants needed to synthesize it. The reactants are: CCOC(=O)c1cc2cccc([N+](=O)[O-])c2[nH]1.COCCl. (3) Given the product FC(F)(F)c1cc(-c2ccc(Br)cc2)[nH]n1, predict the reactants needed to synthesize it. The reactants are: NN.O=C(CC(=O)C(F)(F)F)c1ccc(Br)cc1. (4) Given the product CC(C)(C)OC(=O)[C@@H](NC(=O)c1ccc(S(C)(=O)=O)cc1N)C1CCCCC1, predict the reactants needed to synthesize it. The reactants are: CC(C)(C)OC(=O)[C@@H](NC(=O)c1ccc(S(C)(=O)=O)cc1[N+](=O)[O-])C1CCCCC1. (5) Given the product COC(=O)c1ccc(OCCCOc2ccccc2)cc1C(=O)OC, predict the reactants needed to synthesize it. The reactants are: BrCCCOc1ccccc1.COC(=O)c1ccc(O)cc1C(=O)OC. (6) Given the product CCOCOC(=O)c1ccc(B2OC(C)(C)C(C)(C)O2)cc1, predict the reactants needed to synthesize it. The reactants are: CC1(C)OB(c2ccc(C(=O)O)cc2)OC1(C)C.CCOCCl. (7) Given the product CC(=O)Oc1ccc2c(c1)CC[C@H]1[C@@H]3CCC(=O)[C@@]3(C)CC(=O)[C@]21O, predict the reactants needed to synthesize it. The reactants are: CC(=O)Oc1ccc2c(c1)CC[C@H]1[C@@H]3CCC(=O)[C@@]3(C)C[C@H](O)[C@]21O.